This data is from Full USPTO retrosynthesis dataset with 1.9M reactions from patents (1976-2016). The task is: Predict the reactants needed to synthesize the given product. (1) The reactants are: [F:1][C:2]([F:17])([F:16])[C:3]1[CH:15]=[CH:14][C:6]([CH2:7][N:8]2[CH2:13][CH2:12][NH:11][CH2:10][CH2:9]2)=[CH:5][CH:4]=1.[O:18]=[C:19]1[C:24]([C:31]2[CH:36]=[CH:35][CH:34]=[CH:33][CH:32]=2)([C:25]2[CH:30]=[CH:29][CH:28]=[CH:27][CH:26]=2)[CH2:23][CH2:22][CH2:21][N:20]1[CH2:37][C:38](O)=[O:39].Cl.C(N=C=NCCCN(C)C)C. Given the product [O:39]=[C:38]([N:11]1[CH2:12][CH2:13][N:8]([CH2:7][C:6]2[CH:14]=[CH:15][C:3]([C:2]([F:1])([F:16])[F:17])=[CH:4][CH:5]=2)[CH2:9][CH2:10]1)[CH2:37][N:20]1[CH2:21][CH2:22][CH2:23][C:24]([C:31]2[CH:36]=[CH:35][CH:34]=[CH:33][CH:32]=2)([C:25]2[CH:30]=[CH:29][CH:28]=[CH:27][CH:26]=2)[C:19]1=[O:18], predict the reactants needed to synthesize it. (2) Given the product [CH2:3]([C:6]1[N:7]([CH2:19][CH2:20][CH2:21][C:22]([NH2:2])=[O:23])[C:8]2[C:17]3[CH:16]=[CH:15][CH:14]=[CH:13][C:12]=3[N:11]=[CH:10][C:9]=2[N:18]=1)[CH2:4][CH3:5], predict the reactants needed to synthesize it. The reactants are: [OH-].[NH4+:2].[CH2:3]([C:6]1[N:7]([CH2:19][CH2:20][CH2:21][C:22](OCC)=[O:23])[C:8]2[C:17]3[CH:16]=[CH:15][CH:14]=[CH:13][C:12]=3[N:11]=[CH:10][C:9]=2[N:18]=1)[CH2:4][CH3:5]. (3) Given the product [CH3:19][Si:20]([CH3:33])([CH3:34])[CH2:21][CH2:22][O:23][C:24]([C:26]1([C:36]2[CH:41]=[CH:40][CH:39]=[C:38]([C:42]([CH3:45])([CH3:44])[CH3:43])[CH:37]=2)[CH2:31][CH2:30][CH2:29][C:28](=[CH2:32])[CH2:27]1)=[O:25], predict the reactants needed to synthesize it. The reactants are: C([Li])CCC.C1(NC2CCCCC2)CCCCC1.[CH3:19][Si:20]([CH3:34])([CH3:33])[CH2:21][CH2:22][O:23][C:24]([CH:26]1[CH2:31][CH2:30][CH2:29][C:28](=[CH2:32])[CH2:27]1)=[O:25].Br[C:36]1[CH:41]=[CH:40][CH:39]=[C:38]([C:42]([CH3:45])([CH3:44])[CH3:43])[CH:37]=1.F[B-](F)(F)F.C([PH+](C(C)(C)C)C(C)(C)C)(C)(C)C. (4) Given the product [CH:1]1([N:7]2[CH2:11][CH2:10][CH:9]([CH2:12][C:13]3[C:14]([Cl:34])=[CH:15][C:16]([C:20]4[CH:21]=[CH:22][C:23]([C:26]([N:28]5[CH2:29][CH2:30][N:31]([CH2:37][CH2:38][F:39])[CH2:32][CH2:33]5)=[O:27])=[CH:24][CH:25]=4)=[CH:17][C:18]=3[Cl:19])[C:8]2=[O:35])[CH2:6][CH2:5][CH2:4][CH2:3][CH2:2]1, predict the reactants needed to synthesize it. The reactants are: [CH:1]1([N:7]2[CH2:11][CH2:10][CH:9]([CH2:12][C:13]3[C:18]([Cl:19])=[CH:17][C:16]([C:20]4[CH:25]=[CH:24][C:23]([C:26]([N:28]5[CH2:33][CH2:32][NH:31][CH2:30][CH2:29]5)=[O:27])=[CH:22][CH:21]=4)=[CH:15][C:14]=3[Cl:34])[C:8]2=[O:35])[CH2:6][CH2:5][CH2:4][CH2:3][CH2:2]1.Br[CH2:37][CH2:38][F:39]. (5) Given the product [Cl:28][C:29]1[CH:34]=[CH:33][C:32]([C:8]2[C:9]([CH:14]3[CH2:17][N:16]([C:18]4[N:27]=[CH:26][C:25]5[C:20](=[CH:21][CH:22]=[CH:23][CH:24]=5)[N:19]=4)[CH2:15]3)=[N:10][CH:11]=[CH:12][N:13]=2)=[CH:31][CH:30]=1, predict the reactants needed to synthesize it. The reactants are: C(=O)([O-])[O-].[Na+].[Na+].Cl[C:8]1[C:9]([CH:14]2[CH2:17][N:16]([C:18]3[N:27]=[CH:26][C:25]4[C:20](=[CH:21][CH:22]=[CH:23][CH:24]=4)[N:19]=3)[CH2:15]2)=[N:10][CH:11]=[CH:12][N:13]=1.[Cl:28][C:29]1[CH:34]=[CH:33][C:32](B(O)O)=[CH:31][CH:30]=1. (6) Given the product [Br:1][C:2]1[CH:3]=[C:4]2[C:9](=[CH:10][CH:11]=1)[N:8]=[C:7]([Cl:15])[N:6]=[CH:5]2, predict the reactants needed to synthesize it. The reactants are: [Br:1][C:2]1[CH:3]=[C:4]2[C:9](=[CH:10][CH:11]=1)[N:8]=[C:7](O)[N:6]=[CH:5]2.P(Cl)(Cl)([Cl:15])=O. (7) Given the product [Cl:9][C:4]1[CH:5]=[CH:6][CH:7]=[CH:8][C:3]=1[C:10]([C:11]1[CH:16]=[CH:15][CH:14]=[CH:13][CH:12]=1)([C:18]1[CH:23]=[CH:22][CH:21]=[CH:20][CH:19]=1)[OH:17], predict the reactants needed to synthesize it. The reactants are: [Mg].Br[C:3]1[CH:8]=[CH:7][CH:6]=[CH:5][C:4]=1[Cl:9].[C:10]([C:18]1[CH:23]=[CH:22][CH:21]=[CH:20][CH:19]=1)(=[O:17])[C:11]1[CH:16]=[CH:15][CH:14]=[CH:13][CH:12]=1. (8) The reactants are: FC(F)(F)S(O)(=O)=O.ClC(Cl)C.[F:13][C:14]1[CH:19]=[CH:18][CH:17]=[CH:16][C:15]=1[CH:20]=[C:21]([CH3:23])[CH3:22].[N:24]1[C:33]2[C:28](=[CH:29][CH:30]=[CH:31][CH:32]=2)[CH:27]=[C:26]([C:34]#[N:35])[CH:25]=1. Given the product [F:13][C:14]1[CH:19]=[CH:18][CH:17]=[C:16]2[C:15]=1[CH2:20][C:21]([CH3:23])([CH3:22])[N:35]=[C:34]2[C:26]1[CH:25]=[N:24][C:33]2[C:28]([CH:27]=1)=[CH:29][CH:30]=[CH:31][CH:32]=2, predict the reactants needed to synthesize it. (9) Given the product [Br:1][C:2]1[CH:3]=[CH:4][C:5]([Cl:12])=[C:6]2[C:10]=1[NH:9][N:8]=[C:7]2[NH:11][S:23]([CH3:22])(=[O:25])=[O:24], predict the reactants needed to synthesize it. The reactants are: [Br:1][C:2]1[CH:3]=[CH:4][C:5]([Cl:12])=[C:6]2[C:10]=1[NH:9][N:8]=[C:7]2[NH2:11].C(N(CC)C(C)C)(C)C.[CH3:22][S:23](Cl)(=[O:25])=[O:24]. (10) Given the product [NH2:14][C:15]1[CH:16]=[C:17]([C:25]([CH:27]2[CH2:32][CH2:31][N:30]([CH3:33])[CH2:29][CH2:28]2)=[O:26])[CH:18]=[C:19]([C:21]([F:22])([F:23])[F:24])[CH:20]=1, predict the reactants needed to synthesize it. The reactants are: C1(C(=[N:14][C:15]2[CH:16]=[C:17]([C:25]([CH:27]3[CH2:32][CH2:31][N:30]([CH3:33])[CH2:29][CH2:28]3)=[O:26])[CH:18]=[C:19]([C:21]([F:24])([F:23])[F:22])[CH:20]=2)C2C=CC=CC=2)C=CC=CC=1.Cl.CCOC(C)=O.